The task is: Regression. Given a peptide amino acid sequence and an MHC pseudo amino acid sequence, predict their binding affinity value. This is MHC class I binding data.. This data is from Peptide-MHC class I binding affinity with 185,985 pairs from IEDB/IMGT. (1) The peptide sequence is NIPELKHGLL. The MHC is HLA-A02:06 with pseudo-sequence HLA-A02:06. The binding affinity (normalized) is 0.342. (2) The peptide sequence is KIPNDNIIE. The MHC is HLA-B35:01 with pseudo-sequence HLA-B35:01. The binding affinity (normalized) is 0.0847. (3) The peptide sequence is PTDYAKPQY. The MHC is HLA-A03:01 with pseudo-sequence HLA-A03:01. The binding affinity (normalized) is 0.0847. (4) The peptide sequence is LMYDIINSV. The MHC is H-2-Db with pseudo-sequence H-2-Db. The binding affinity (normalized) is 0. (5) The peptide sequence is VPHVIEEVM. The MHC is HLA-A02:11 with pseudo-sequence HLA-A02:11. The binding affinity (normalized) is 0.0847. (6) The MHC is H-2-Kb with pseudo-sequence H-2-Kb. The binding affinity (normalized) is 0. The peptide sequence is AFNKKTFDHTL. (7) The peptide sequence is KELNIGRTF. The binding affinity (normalized) is 0.0847. The MHC is HLA-B08:03 with pseudo-sequence HLA-B08:03. (8) The peptide sequence is KGSRAIWYMW. The MHC is HLA-A32:01 with pseudo-sequence HLA-A32:01. The binding affinity (normalized) is 0.607. (9) The binding affinity (normalized) is 0.873. The peptide sequence is TPRGTVMDI. The MHC is HLA-B07:02 with pseudo-sequence HLA-B07:02. (10) The peptide sequence is RYDYANLCQ. The MHC is HLA-A03:01 with pseudo-sequence HLA-A03:01. The binding affinity (normalized) is 0.0847.